From a dataset of Forward reaction prediction with 1.9M reactions from USPTO patents (1976-2016). Predict the product of the given reaction. (1) Given the reactants O.[C:2]1([CH3:12])[CH:7]=[CH:6][C:5]([S:8]([OH:11])(=[O:10])=[O:9])=[CH:4][CH:3]=1, predict the reaction product. The product is: [C:2]1([CH3:12])[CH:3]=[CH:4][C:5]([S:8]([OH:11])(=[O:9])=[O:10])=[CH:6][CH:7]=1. (2) Given the reactants [CH:1]1([O:6][C:7]2[CH:12]=[CH:11][C:10]([F:13])=[CH:9][C:8]=2[O:14][CH3:15])[CH2:5][CH2:4][CH2:3][CH2:2]1.[N+:16]([O-])([OH:18])=[O:17].C([O-])([O-])=O.[Na+].[Na+], predict the reaction product. The product is: [CH:1]1([O:6][C:7]2[CH:12]=[C:11]([N+:16]([O-:18])=[O:17])[C:10]([F:13])=[CH:9][C:8]=2[O:14][CH3:15])[CH2:2][CH2:3][CH2:4][CH2:5]1. (3) Given the reactants [NH:1]1[CH:5]=[C:4]([CH2:6][CH2:7][NH:8][CH2:9][CH2:10][CH2:11][CH2:12][CH3:13])[N:3]=[CH:2]1.Cl[C:15]([O:17][CH3:18])=[O:16], predict the reaction product. The product is: [NH:1]1[CH:5]=[C:4]([CH2:6][CH2:7][N:8]([CH2:9][CH2:10][CH2:11][CH2:12][CH3:13])[C:15](=[O:16])[O:17][CH3:18])[N:3]=[CH:2]1.